From a dataset of Full USPTO retrosynthesis dataset with 1.9M reactions from patents (1976-2016). Predict the reactants needed to synthesize the given product. (1) Given the product [C:1]([S:5][C:6]1[CH:11]=[CH:10][C:9]([B:22]2[O:26][C:25]([CH3:28])([CH3:27])[C:24]([CH3:30])([CH3:29])[O:23]2)=[CH:8][CH:7]=1)([CH3:4])([CH3:3])[CH3:2], predict the reactants needed to synthesize it. The reactants are: [C:1]([S:5][C:6]1[CH:11]=[CH:10][C:9](Br)=[CH:8][CH:7]=1)([CH3:4])([CH3:3])[CH3:2].C([Li])CCC.C(O[B:22]1[O:26][C:25]([CH3:28])([CH3:27])[C:24]([CH3:30])([CH3:29])[O:23]1)(C)C. (2) Given the product [C:1]([O:4][C@@H:5]1[C@@H:10]([O:11][C:12](=[O:14])[CH3:13])[C@H:19]([O:20][C:21](=[O:23])[CH3:22])[C@@H:8]([CH2:9][O:15][C:16](=[O:18])[CH3:17])[O:7][C@H:6]1[O:24][C:25]1[C:29]([CH2:30][C:31]2[CH:36]=[CH:35][C:34]([O:37][CH2:38][CH2:39][CH2:40][NH:49][C:50]([C:51](=[O:52])[NH:53][CH2:54][CH2:55][OH:56])([CH3:58])[CH3:57])=[CH:33][CH:32]=2)=[C:28]([CH:46]([CH3:47])[CH3:48])[NH:27][N:26]=1)(=[O:3])[CH3:2], predict the reactants needed to synthesize it. The reactants are: [C:1]([O:4][C@@H:5]1[C@@H:10]([O:11][C:12](=[O:14])[CH3:13])[C@H:9]([O:15][C:16](=[O:18])[CH3:17])[C@@H:8]([CH2:19][O:20][C:21](=[O:23])[CH3:22])[O:7][C@H:6]1[O:24][C:25]1[C:29]([CH2:30][C:31]2[CH:36]=[CH:35][C:34]([O:37][CH2:38][CH2:39][CH2:40]OS(C)(=O)=O)=[CH:33][CH:32]=2)=[C:28]([CH:46]([CH3:48])[CH3:47])[NH:27][N:26]=1)(=[O:3])[CH3:2].[NH2:49][C:50]([CH3:58])([CH3:57])[C:51]([NH:53][CH2:54][CH2:55][OH:56])=[O:52].[I-].[Na+]. (3) The reactants are: [CH3:1][C:2]1[N:3]([C@H:11]([C:13]2[CH:18]=[CH:17][CH:16]=[CH:15][CH:14]=2)[CH3:12])[CH2:4][CH2:5][C:6]=1[C:7]([O:9][CH3:10])=[O:8].C(O)(=O)C.C(O[BH-](OC(=O)C)OC(=O)C)(=O)C.[Na+]. Given the product [CH3:1][C@H:2]1[C@@H:6]([C:7]([O:9][CH3:10])=[O:8])[CH2:5][CH2:4][N:3]1[C@H:11]([C:13]1[CH:14]=[CH:15][CH:16]=[CH:17][CH:18]=1)[CH3:12], predict the reactants needed to synthesize it. (4) Given the product [I:1][C:2]1[CH:3]=[C:4]([O:8][C:10]2[CH:11]=[C:12]([CH:15]=[CH:16][CH:17]=2)[C:13]#[N:14])[CH:5]=[CH:6][CH:7]=1, predict the reactants needed to synthesize it. The reactants are: [I:1][C:2]1[CH:3]=[C:4]([OH:8])[CH:5]=[CH:6][CH:7]=1.F[C:10]1[CH:11]=[C:12]([CH:15]=[CH:16][CH:17]=1)[C:13]#[N:14].CN(C=O)C.